From a dataset of Catalyst prediction with 721,799 reactions and 888 catalyst types from USPTO. Predict which catalyst facilitates the given reaction. (1) Reactant: [CH3:1][C:2]1[CH:7]=[C:6]([N+:8]([O-])=O)[C:5]([O:11][CH3:12])=[CH:4][C:3]=1[N:13]1[CH2:18][CH2:17][N:16]([CH2:19][CH2:20][O:21][CH3:22])[CH2:15][CH2:14]1. Product: [CH3:1][C:2]1[C:3]([N:13]2[CH2:14][CH2:15][N:16]([CH2:19][CH2:20][O:21][CH3:22])[CH2:17][CH2:18]2)=[CH:4][C:5]([O:11][CH3:12])=[C:6]([CH:7]=1)[NH2:8]. The catalyst class is: 513. (2) Reactant: [NH2:1][C@H:2]1[CH2:7][CH2:6][CH2:5][N:4]([C:8]([O:10][C:11]([CH3:14])([CH3:13])[CH3:12])=[O:9])[CH2:3]1.[CH:15](=O)[CH:16]([CH3:18])[CH3:17].C(O[BH-](OC(=O)C)OC(=O)C)(=O)C.[Na+].C(=O)([O-])O.[Na+]. Product: [CH3:15][CH:16]([CH3:18])[CH2:17][NH:1][C@H:2]1[CH2:7][CH2:6][CH2:5][N:4]([C:8]([O:10][C:11]([CH3:14])([CH3:13])[CH3:12])=[O:9])[CH2:3]1. The catalyst class is: 130.